From a dataset of Reaction yield outcomes from USPTO patents with 853,638 reactions. Predict the reaction yield, written as a fraction of the theoretical maximum amount of product (1.0 means a 100% yield; for example, 0.34 means a 34% yield). (1) The reactants are [C:1]([C:3]1[CH:4]=[C:5]([C:9]2[C:18]3[C:13](=[C:14]4[CH:22]=[CH:21][CH:20]=[CH:19][C:15]4=[CH:16][CH:17]=3)[NH:12][C:11](=[O:23])[N:10]=2)[CH:6]=[CH:7][CH:8]=1)#[N:2].C([Sn]([N:37]=[N+:38]=[N-:39])(CCCC)CCCC)CCC.[OH-].[Na+]. The catalyst is CN(C=O)C. The product is [NH:37]1[C:1]([C:3]2[CH:4]=[C:5]([C:9]3[C:18]4[C:13](=[C:14]5[CH:22]=[CH:21][CH:20]=[CH:19][C:15]5=[CH:16][CH:17]=4)[NH:12][C:11](=[O:23])[N:10]=3)[CH:6]=[CH:7][CH:8]=2)=[N:2][N:39]=[N:38]1. The yield is 0.550. (2) The catalyst is ClCCl.C1COCC1.O.C(OCC)(=O)C. The yield is 0.930. The product is [OH:39][C:38]1[N:48]([C:45]2[CH:46]=[CH:47][C:42]([O:41][CH3:40])=[C:43]([N:49]([CH3:53])[CH2:50][CH2:51][CH3:52])[CH:44]=2)[C:11]([C:10]2[CH:14]=[C:15]([CH:26]([CH3:27])[CH3:28])[C:16]([OH:18])=[CH:17][C:9]=2[OH:8])=[N:56][N:36]=1. The reactants are C([O:8][C:9]1[CH:17]=[C:16]([O:18]CC2C=CC=CC=2)[C:15]([CH:26]([CH3:28])[CH3:27])=[CH:14][C:10]=1[C:11](O)=O)C1C=CC=CC=1.C(Cl)(=O)C(Cl)=O.C[N:36]([CH:38]=[O:39])C.[CH3:40][O:41][C:42]1[CH:47]=[CH:46][C:45]([NH2:48])=[CH:44][C:43]=1[N:49]([CH3:53])[CH2:50][CH2:51][CH3:52].C([N:56](CC)CC)C. (3) The reactants are [N+:1]([C:4]1[C:5]([NH2:10])=[N:6][CH:7]=[CH:8][CH:9]=1)([O-:3])=[O:2].[I:11](O)(=O)(=O)=O.II. The catalyst is C(O)(=O)C.O.S(=O)(=O)(O)O. The product is [I:11][C:8]1[CH:9]=[C:4]([N+:1]([O-:3])=[O:2])[C:5]([NH2:10])=[N:6][CH:7]=1. The yield is 0.570.